This data is from Catalyst prediction with 721,799 reactions and 888 catalyst types from USPTO. The task is: Predict which catalyst facilitates the given reaction. (1) Reactant: Cl.[Cl:2][C:3]1[C:4]([F:24])=[C:5]([NH:9][C:10]2[C:19]3[C:14](=[CH:15][C:16]([O:22][CH3:23])=[C:17]([CH2:20]Cl)[CH:18]=3)[N:13]=[CH:12][N:11]=2)[CH:6]=[CH:7][CH:8]=1.[NH2:25][C:26]([C:28]1([NH:41][CH3:42])[CH2:33][CH2:32][N:31]([C:34]([O:36][C:37]([CH3:40])([CH3:39])[CH3:38])=[O:35])[CH2:30][CH2:29]1)=[O:27].CCN(C(C)C)C(C)C. Product: [NH2:25][C:26]([C:28]1([N:41]([CH2:20][C:17]2[CH:18]=[C:19]3[C:14](=[CH:15][C:16]=2[O:22][CH3:23])[N:13]=[CH:12][N:11]=[C:10]3[NH:9][C:5]2[CH:6]=[CH:7][CH:8]=[C:3]([Cl:2])[C:4]=2[F:24])[CH3:42])[CH2:29][CH2:30][N:31]([C:34]([O:36][C:37]([CH3:38])([CH3:39])[CH3:40])=[O:35])[CH2:32][CH2:33]1)=[O:27]. The catalyst class is: 3. (2) Reactant: [C:1]([CH:5]1[CH2:10][CH2:9][N:8]([S:11]([C:14]2[CH:20]=[CH:19][C:17]([NH2:18])=[CH:16][CH:15]=2)(=[O:13])=[O:12])[CH2:7][CH2:6]1)([CH3:4])([CH3:3])[CH3:2].[N+:21]([C:24]1[O:28][C:27]([C:29](Cl)=[O:30])=[CH:26][CH:25]=1)([O-:23])=[O:22].C(#N)C. Product: [C:1]([CH:5]1[CH2:10][CH2:9][N:8]([S:11]([C:14]2[CH:20]=[CH:19][C:17]([NH:18][C:29]([C:27]3[O:28][C:24]([N+:21]([O-:23])=[O:22])=[CH:25][CH:26]=3)=[O:30])=[CH:16][CH:15]=2)(=[O:13])=[O:12])[CH2:7][CH2:6]1)([CH3:4])([CH3:2])[CH3:3]. The catalyst class is: 2. (3) Reactant: [CH2:1]([O:3][C:4](=[O:29])[CH2:5][C:6]1[CH:11]=[CH:10][C:9]([O:12][CH3:13])=[C:8]([O:14][C:15]2[CH:20]=[CH:19][C:18]([NH2:21])=[CH:17][C:16]=2[CH2:22][S:23][CH2:24][C:25]([F:28])([F:27])[F:26])[CH:7]=1)[CH3:2].C(N(CC)CC)C.[Cl:37][C:38]1[CH:46]=[CH:45][C:41]([C:42](Cl)=[O:43])=[CH:40][CH:39]=1. Product: [CH2:1]([O:3][C:4](=[O:29])[CH2:5][C:6]1[CH:11]=[CH:10][C:9]([O:12][CH3:13])=[C:8]([O:14][C:15]2[CH:20]=[CH:19][C:18]([NH:21][C:42](=[O:43])[C:41]3[CH:45]=[CH:46][C:38]([Cl:37])=[CH:39][CH:40]=3)=[CH:17][C:16]=2[CH2:22][S:23][CH2:24][C:25]([F:26])([F:27])[F:28])[CH:7]=1)[CH3:2]. The catalyst class is: 2. (4) Reactant: [Br:1][C:2]1[CH:3]=[CH:4][C:5]([F:30])=[C:6]([C@@:8]2([CH3:29])[N:16]([CH2:17][C:18]3[CH:23]=[CH:22][C:21]([O:24][CH3:25])=[CH:20][C:19]=3[O:26][CH3:27])[C:15](=[O:28])[C:11]3([CH2:14][CH2:13][CH2:12]3)S[CH2:9]2)[CH:7]=1.O[O:32][S:33]([O-:35])=O.[K+]. Product: [Br:1][C:2]1[CH:3]=[CH:4][C:5]([F:30])=[C:6]([C@@:8]2([CH3:9])[N:16]([CH2:17][C:18]3[CH:23]=[CH:22][C:21]([O:24][CH3:25])=[CH:20][C:19]=3[O:26][CH3:27])[C:15](=[O:28])[C:11]3([CH2:14][CH2:13][CH2:12]3)[S:33](=[O:35])(=[O:32])[CH2:29]2)[CH:7]=1. The catalyst class is: 5. (5) Reactant: Cl.[NH:2]1[CH2:5][CH2:4][C@H:3]1[CH2:6][NH:7][C:8]([C:10]1[CH:11]=[CH:12][CH:13]=[C:14]2[O:18][CH:17]=[CH:16][C:15]=12)=[O:9].CCN(C(C)C)C(C)C.[CH3:28][O:29][C:30]1[CH:38]=[CH:37][CH:36]=[CH:35][C:31]=1[C:32](Cl)=[O:33].CC(=O)OCC.CCCCCCC. Product: [CH3:28][O:29][C:30]1[CH:38]=[CH:37][CH:36]=[CH:35][C:31]=1[C:32]([N:2]1[CH2:5][CH2:4][C@H:3]1[CH2:6][NH:7][C:8]([C:10]1[CH:11]=[CH:12][CH:13]=[C:14]2[O:18][CH:17]=[CH:16][C:15]=12)=[O:9])=[O:33]. The catalyst class is: 499.